This data is from Reaction yield outcomes from USPTO patents with 853,638 reactions. The task is: Predict the reaction yield, written as a fraction of the theoretical maximum amount of product (1.0 means a 100% yield; for example, 0.34 means a 34% yield). (1) The reactants are [CH3:1][C:2]1[C:8]([Cl:9])=[CH:7][CH:6]=[CH:5][C:3]=1[NH2:4].C([O-])(=O)C.[K+].C(OC(=O)C)(=O)C.[N:22](OCCC(C)C)=O.[Li+].[OH-]. The catalyst is O.C1COCC1.C(Cl)(Cl)Cl. The product is [Cl:9][C:8]1[CH:7]=[CH:6][CH:5]=[C:3]2[C:2]=1[CH:1]=[N:22][NH:4]2. The yield is 1.00. (2) The reactants are C(OC([N:11]([C:29]1[CH:38]=[C:37]([CH3:39])[C:36]2[C:31](=[CH:32][CH:33]=[C:34]([Cl:40])[CH:35]=2)[N:30]=1)[C@H:12]1[CH2:17][CH2:16][CH2:15][C@H:14]([NH:18]C(=O)OCC2C=CC=CC=2)[CH2:13]1)=O)C1C=CC=CC=1. The catalyst is C(O)C.[Pd]. The product is [Cl:40][C:34]1[CH:35]=[C:36]2[C:31](=[CH:32][CH:33]=1)[N:30]=[C:29]([NH:11][C@H:12]1[CH2:17][CH2:16][CH2:15][C@H:14]([NH2:18])[CH2:13]1)[CH:38]=[C:37]2[CH3:39]. The yield is 0.590. (3) The reactants are [C:1]([S:4][CH:5]1[CH2:10][CH2:9][N:8](C(OC(C)(C)C)=O)[CH2:7][CH2:6]1)(=[O:3])[CH3:2].C(OCC)(=O)C.[ClH:24]. The catalyst is C(OCC)(=O)C. The product is [ClH:24].[C:1]([S:4][CH:5]1[CH2:10][CH2:9][NH:8][CH2:7][CH2:6]1)(=[O:3])[CH3:2]. The yield is 0.940. (4) The reactants are O[C:2]([C:10]1[CH:15]=[CH:14][C:13]([CH:16]2[CH2:23][CH2:22][CH2:21][CH2:20][CH2:19][CH2:18][CH2:17]2)=[CH:12][CH:11]=1)([CH3:9])[CH2:3][C:4]([O:6][CH2:7][CH3:8])=[O:5].C1(C)C=CC(S(O)(=O)=O)=CC=1. The catalyst is C1C=CC=CC=1.C([O-])(O)=O.[Na+].O. The product is [CH:16]1([C:13]2[CH:12]=[CH:11][C:10]([C:2]([CH3:9])=[CH:3][C:4]([O:6][CH2:7][CH3:8])=[O:5])=[CH:15][CH:14]=2)[CH2:17][CH2:18][CH2:19][CH2:20][CH2:21][CH2:22][CH2:23]1. The yield is 0.811.